From a dataset of Reaction yield outcomes from USPTO patents with 853,638 reactions. Predict the reaction yield, written as a fraction of the theoretical maximum amount of product (1.0 means a 100% yield; for example, 0.34 means a 34% yield). (1) The reactants are [Cl:1][C:2]1[CH:7]=[CH:6][C:5]([C@H:8]([C:21]([N:23]2[CH2:28][CH2:27][N:26]([C:29]3[C:34]([C:35]4[CH:40]=[CH:39][C:38]([F:41])=[CH:37][CH:36]=4)=[CH:33][N:32]=[C:31]4[NH:42][CH:43]=[CH:44][C:30]=34)[CH2:25][CH2:24]2)=[O:22])[CH2:9][N:10]([CH:18]([CH3:20])[CH3:19])C(=O)OC(C)(C)C)=[CH:4][CH:3]=1. The catalyst is C(O)(C(F)(F)F)=O. The product is [Cl:1][C:2]1[CH:7]=[CH:6][C:5]([C@@H:8]([CH2:9][NH:10][CH:18]([CH3:20])[CH3:19])[C:21]([N:23]2[CH2:24][CH2:25][N:26]([C:29]3[C:34]([C:35]4[CH:40]=[CH:39][C:38]([F:41])=[CH:37][CH:36]=4)=[CH:33][N:32]=[C:31]4[NH:42][CH:43]=[CH:44][C:30]=34)[CH2:27][CH2:28]2)=[O:22])=[CH:4][CH:3]=1. The yield is 0.910. (2) The reactants are [Br:1][C:2]1[CH:3]=[CH:4][C:5]([O:16][CH2:17][CH2:18][CH3:19])=[C:6]([C:8]2[CH:13]=[C:12](Cl)[N:11]=[C:10]([NH2:15])[N:9]=2)[CH:7]=1.[Cl:20][C:21]1[CH:27]=[CH:26][C:24]([NH2:25])=[CH:23][CH:22]=1. No catalyst specified. The product is [Br:1][C:2]1[CH:3]=[CH:4][C:5]([O:16][CH2:17][CH2:18][CH3:19])=[C:6]([C:8]2[N:9]=[C:10]([NH2:15])[N:11]=[C:12]([NH:25][C:24]3[CH:26]=[CH:27][C:21]([Cl:20])=[CH:22][CH:23]=3)[CH:13]=2)[CH:7]=1. The yield is 0.630. (3) The reactants are [CH3:1][O:2][C:3]1[CH:25]=[CH:24][CH:23]=[CH:22][C:4]=1[CH2:5][N:6]1[C:10]([CH2:11][CH2:12][C:13](OCC)=[O:14])=[CH:9][C:8]([O:18][CH2:19][CH2:20][CH3:21])=[N:7]1.[H-].C([Al+]CC(C)C)C(C)C.[Cl-].[NH4+]. The catalyst is O1CCCC1.C1(C)C=CC=CC=1. The product is [CH3:1][O:2][C:3]1[CH:25]=[CH:24][CH:23]=[CH:22][C:4]=1[CH2:5][N:6]1[C:10]([CH2:11][CH2:12][CH2:13][OH:14])=[CH:9][C:8]([O:18][CH2:19][CH2:20][CH3:21])=[N:7]1. The yield is 0.920.